This data is from Full USPTO retrosynthesis dataset with 1.9M reactions from patents (1976-2016). The task is: Predict the reactants needed to synthesize the given product. Given the product [CH:3]12[CH2:17][CH:11]([CH:12]=[CH:13]1)[CH2:16][CH:2]2[C:1]([OH:5])=[O:4], predict the reactants needed to synthesize it. The reactants are: [C:1]([OH:5])(=[O:4])[CH:2]=[CH2:3].C1CC=CC=1.[C:11]1([CH3:17])[CH:16]=CC=[CH:13][CH:12]=1.